This data is from TCR-epitope binding with 47,182 pairs between 192 epitopes and 23,139 TCRs. The task is: Binary Classification. Given a T-cell receptor sequence (or CDR3 region) and an epitope sequence, predict whether binding occurs between them. (1) The epitope is GTITVEELK. The TCR CDR3 sequence is CASRVQGGGEQFF. Result: 0 (the TCR does not bind to the epitope). (2) The epitope is TLDSKTQSL. The TCR CDR3 sequence is CATSDPDRVKSDTQYF. Result: 1 (the TCR binds to the epitope). (3) The TCR CDR3 sequence is CASSLGGLGDTQYF. Result: 0 (the TCR does not bind to the epitope). The epitope is FPRPWLHGL. (4) The epitope is RQLLFVVEV. The TCR CDR3 sequence is CASSHTTWTGGDTEAFF. Result: 0 (the TCR does not bind to the epitope). (5) The epitope is TPINLVRDL. The TCR CDR3 sequence is CASSFDSSRVYEQYF. Result: 0 (the TCR does not bind to the epitope).